Dataset: Full USPTO retrosynthesis dataset with 1.9M reactions from patents (1976-2016). Task: Predict the reactants needed to synthesize the given product. (1) Given the product [OH:15][C:6]1[CH:5]=[C:4]([CH:9]=[C:8]([N+:10]([O-:12])=[O:11])[CH:7]=1)[C:3]([OH:2])=[O:14], predict the reactants needed to synthesize it. The reactants are: C[O:2][C:3](=[O:14])[C:4]1[CH:9]=[C:8]([N+:10]([O-:12])=[O:11])[CH:7]=[C:6](N)[CH:5]=1.[OH:15]S(O)(=O)=O.N([O-])=O.[Na+].[NH4+].[OH-]. (2) Given the product [Cl:30][C:28]1[CH:27]=[CH:26][C:25]([O:31][CH2:2][C:3]([N:5]2[CH2:10][C@H:9]([CH3:11])[N:8]([CH2:12][C:13]3[CH:18]=[CH:17][C:16]([F:19])=[CH:15][CH:14]=3)[CH2:7][C@H:6]2[CH3:20])=[O:4])=[C:24]([N+:21]([O-:23])=[O:22])[CH:29]=1, predict the reactants needed to synthesize it. The reactants are: Cl[CH2:2][C:3]([N:5]1[CH2:10][C@H:9]([CH3:11])[N:8]([CH2:12][C:13]2[CH:18]=[CH:17][C:16]([F:19])=[CH:15][CH:14]=2)[CH2:7][C@H:6]1[CH3:20])=[O:4].[N+:21]([C:24]1[CH:29]=[C:28]([Cl:30])[CH:27]=[CH:26][C:25]=1[OH:31])([O-:23])=[O:22].C(=O)([O-])[O-].[K+].[K+].[I-].[K+]. (3) Given the product [CH3:20][O:19][C:17]1[C:16]([O:21][CH3:22])=[CH:15][C:14]2[C:8]([C:5]3[CH:6]=[CH:7][C:2]([N:28]4[CH2:33][CH2:32][O:31][CH2:30][CH2:29]4)=[CH:3][CH:4]=3)=[N:9][N:10]([C:24]([NH:26][CH3:27])=[O:25])[CH:11]([CH3:23])[CH2:12][C:13]=2[CH:18]=1, predict the reactants needed to synthesize it. The reactants are: Br[C:2]1[CH:7]=[CH:6][C:5]([C:8]2[C:14]3[CH:15]=[C:16]([O:21][CH3:22])[C:17]([O:19][CH3:20])=[CH:18][C:13]=3[CH2:12][CH:11]([CH3:23])[N:10]([C:24]([NH:26][CH3:27])=[O:25])[N:9]=2)=[CH:4][CH:3]=1.[NH:28]1[CH2:33][CH2:32][O:31][CH2:30][CH2:29]1.CC(C)([O-])C.[Na+].C1(P(C2CCCCC2)C2C=CC=CC=2C2C(C(C)C)=CC(C(C)C)=CC=2C(C)C)CCCCC1. (4) Given the product [CH:1]1([CH2:4][O:5][C:6]2[C:11]([O:12][CH3:13])=[CH:10][CH:9]=[CH:8][C:7]=2/[CH:14]=[CH:15]/[C:16]2[O:17][C:18]3[C:23]([C:24](=[O:27])[C:25]=2[I:26])=[CH:22][CH:21]=[C:20]([F:28])[CH:19]=3)[CH2:3][CH2:2]1, predict the reactants needed to synthesize it. The reactants are: [CH:1]1([CH2:4][O:5][C:6]2[C:11]([O:12][CH3:13])=[CH:10][CH:9]=[CH:8][C:7]=2/[CH:14]=[CH:15]/[C:16]2[O:17][C:18]3[C:23]([C:24](=[O:27])[C:25]=2[I:26])=[CH:22][CH:21]=[CH:20][CH:19]=3)[CH2:3][CH2:2]1.[F:28]C1C=CC(C(=O)C)=C(O)C=1.C1(COC2C(OC)=CC=CC=2C=O)CC1. (5) The reactants are: C(N(C(C)C)CC)(C)C.C1CN([P+](ON2N=NC3C=CC=CC2=3)(N2CCCC2)N2CCCC2)CC1.F[P-](F)(F)(F)(F)F.[NH:43]1[CH2:48][CH2:47][C:46]2([C:56]3[C:51](=[CH:52][CH:53]=[CH:54][CH:55]=3)[NH:50][C:49]2=[O:57])[CH2:45][CH2:44]1.[Br:58][CH2:59][CH2:60][CH2:61][CH2:62][CH2:63][CH2:64][CH2:65][C:66](O)=[O:67]. Given the product [Br:58][CH2:59][CH2:60][CH2:61][CH2:62][CH2:63][CH2:64][CH2:65][C:66]([N:43]1[CH2:48][CH2:47][C:46]2([C:56]3[C:51](=[CH:52][CH:53]=[CH:54][CH:55]=3)[NH:50][C:49]2=[O:57])[CH2:45][CH2:44]1)=[O:67], predict the reactants needed to synthesize it. (6) Given the product [CH2:1]([O:4][C:5]1[CH:6]=[CH:7][C:8]([Br:13])=[C:9]([CH:12]=1)[CH2:10][OH:11])[CH:2]=[CH2:3], predict the reactants needed to synthesize it. The reactants are: [CH2:1]([O:4][C:5]1[CH:6]=[CH:7][C:8]([Br:13])=[C:9]([CH:12]=1)[CH:10]=[O:11])[CH:2]=[CH2:3].[BH4-].[Na+]. (7) Given the product [F:1][C:2]1[CH:7]=[CH:6][C:5]([O:8][C:9]2[CH:14]=[CH:13][C:12]([B:19]3[O:23][C:22]([CH3:25])([CH3:24])[C:21]([CH3:27])([CH3:26])[O:20]3)=[CH:11][CH:10]=2)=[CH:4][CH:3]=1, predict the reactants needed to synthesize it. The reactants are: [F:1][C:2]1[CH:7]=[CH:6][C:5]([O:8][C:9]2[CH:14]=[CH:13][C:12](I)=[CH:11][CH:10]=2)=[CH:4][CH:3]=1.C(Cl)Cl.[B:19]1([B:19]2[O:23][C:22]([CH3:25])([CH3:24])[C:21]([CH3:27])([CH3:26])[O:20]2)[O:23][C:22]([CH3:25])([CH3:24])[C:21]([CH3:27])([CH3:26])[O:20]1.C([O-])(=O)C.[K+]. (8) Given the product [CH3:1][N:2]1[CH2:7][C:8]2[C:9](=[C:14]([N+:18]([O-:20])=[O:19])[CH:15]=[CH:16][CH:17]=2)[C:10]1=[O:11], predict the reactants needed to synthesize it. The reactants are: [CH3:1][NH2:2].C(O)C.Br[CH2:7][C:8]1[CH:17]=[CH:16][CH:15]=[C:14]([N+:18]([O-:20])=[O:19])[C:9]=1[C:10](OC)=[O:11].